This data is from Forward reaction prediction with 1.9M reactions from USPTO patents (1976-2016). The task is: Predict the product of the given reaction. Given the reactants C([O:9][CH:10]([C:18]([F:21])([F:20])[F:19])[C:11]([F:17])([F:16])[S:12]([O-:15])(=[O:14])=[O:13])(=O)C1C=CC=CC=1.[C:22]1([S+:28]([C:35]2[CH:40]=[CH:39][CH:38]=[CH:37][CH:36]=2)[C:29]2[CH:34]=[CH:33][CH:32]=[CH:31][CH:30]=2)[CH:27]=[CH:26][CH:25]=[CH:24][CH:23]=1.[OH-].[Na+].Cl, predict the reaction product. The product is: [F:17][C:11]([F:16])([S:12]([O-:15])(=[O:13])=[O:14])[CH:10]([OH:9])[C:18]([F:19])([F:21])[F:20].[C:35]1([S+:28]([C:22]2[CH:23]=[CH:24][CH:25]=[CH:26][CH:27]=2)[C:29]2[CH:34]=[CH:33][CH:32]=[CH:31][CH:30]=2)[CH:36]=[CH:37][CH:38]=[CH:39][CH:40]=1.